This data is from Forward reaction prediction with 1.9M reactions from USPTO patents (1976-2016). The task is: Predict the product of the given reaction. (1) Given the reactants O.[NH2:2][NH2:3].[Cl:4][C:5]1[CH:10]=[C:9](Cl)[N:8]=[CH:7][N:6]=1, predict the reaction product. The product is: [Cl:4][C:5]1[CH:10]=[C:9]([NH:2][NH2:3])[N:8]=[CH:7][N:6]=1. (2) Given the reactants [S:1]([C:21]1[CH:26]=C(C2C(Cl)=CC(C(F)(F)F)=CC=2Cl)C=C[C:22]=1C)[C:2]1[CH:7]=[C:6]([C:8]2[C:13]([Cl:14])=[CH:12][C:11]([C:15]([F:18])([F:17])[F:16])=[CH:10][C:9]=2[Cl:19])[CH:5]=[CH:4][C:3]=1[CH3:20].C(S([O-])=O)O.[Na+].C(I)(C)C.O, predict the reaction product. The product is: [Cl:19][C:9]1[CH:10]=[C:11]([C:15]([F:17])([F:18])[F:16])[CH:12]=[C:13]([Cl:14])[C:8]=1[C:6]1[CH:5]=[CH:4][C:3]([CH3:20])=[C:2]([S:1][CH:21]([CH3:22])[CH3:26])[CH:7]=1.